Dataset: Full USPTO retrosynthesis dataset with 1.9M reactions from patents (1976-2016). Task: Predict the reactants needed to synthesize the given product. (1) Given the product [CH3:13][CH2:12][CH2:11][CH2:10][C:8]1[O:9][C:5]2[CH:4]=[CH:3][C:2]([NH:1][S:37]([CH3:36])(=[O:39])=[O:38])=[CH:35][C:6]=2[C:7]=1[C:14]([C:15]1[CH:20]=[CH:19][C:18]([O:21][CH2:22][CH2:23][CH2:24][N:25]([CH2:26][CH2:27][CH2:28][CH3:29])[CH2:30][CH2:31][CH2:32][CH3:33])=[CH:17][CH:16]=1)=[O:34].[ClH:40], predict the reactants needed to synthesize it. The reactants are: [NH2:1][C:2]1[CH:3]=[CH:4][C:5]2[O:9][C:8]([CH2:10][CH2:11][CH2:12][CH3:13])=[C:7]([C:14](=[O:34])[C:15]3[CH:20]=[CH:19][C:18]([O:21][CH2:22][CH2:23][CH2:24][N:25]([CH2:30][CH2:31][CH2:32][CH3:33])[CH2:26][CH2:27][CH2:28][CH3:29])=[CH:17][CH:16]=3)[C:6]=2[CH:35]=1.[CH3:36][S:37]([Cl:40])(=[O:39])=[O:38]. (2) Given the product [F:19][C:20]([F:30])([F:31])[C:21]1[CH:22]=[CH:23][C:24]([NH:27][C:28]2[N:4]3[N:5]=[CH:6][C:7]([C:9]4[C:14]([C:15]([F:18])([F:17])[F:16])=[CH:13][CH:12]=[CH:11][N:10]=4)=[CH:8][C:3]3=[N:1][N:2]=2)=[CH:25][CH:26]=1, predict the reactants needed to synthesize it. The reactants are: [NH:1]([C:3]1[N:4]=[N:5][CH:6]=[C:7]([C:9]2[C:14]([C:15]([F:18])([F:17])[F:16])=[CH:13][CH:12]=[CH:11][N:10]=2)[CH:8]=1)[NH2:2].[F:19][C:20]([F:31])([F:30])[C:21]1[CH:26]=[CH:25][C:24]([N:27]=[C:28]=O)=[CH:23][CH:22]=1.P(Cl)(Cl)(Cl)=O.C(=O)([O-])[O-].[Na+].[Na+]. (3) Given the product [CH:35]1([N:25]([CH2:26][C:27]2[CH:32]=[CH:31][CH:30]=[C:29]([Cl:33])[C:28]=2[Cl:34])[C:24]([C@@H:13]2[C@H:12]([C:39]3[CH:44]=[CH:43][C:42]([CH2:45][CH2:46][CH2:47][O:48][C:49]4[C:54]([F:55])=[CH:53][CH:52]=[C:51]([F:56])[C:50]=4[Cl:57])=[CH:41][CH:40]=3)[CH2:11][C@H:10]3[NH:16][C@@H:14]2[CH2:15][NH:8][CH2:9]3)=[O:38])[CH2:37][CH2:36]1, predict the reactants needed to synthesize it. The reactants are: C(OC([N:8]1[CH2:15][C@H:14]2[N:16](C(OC(C)(C)C)=O)[C@H:10]([CH2:11][C@@H:12]([C:39]3[CH:44]=[CH:43][C:42]([CH2:45][CH2:46][CH2:47][O:48][C:49]4[C:54]([F:55])=[CH:53][CH:52]=[C:51]([F:56])[C:50]=4[Cl:57])=[CH:41][CH:40]=3)[C@H:13]2[C:24](=[O:38])[N:25]([CH:35]2[CH2:37][CH2:36]2)[CH2:26][C:27]2[CH:32]=[CH:31][CH:30]=[C:29]([Cl:33])[C:28]=2[Cl:34])[CH2:9]1)=O)(C)(C)C.Cl. (4) Given the product [F:29][C:30]1[CH:31]=[C:32]([CH:40]=[CH:41][CH:42]=1)[C:33]([NH:35][N:36]([C:12](=[O:14])/[CH:11]=[CH:10]/[C:3]1[C:4]2[C:9](=[CH:8][CH:7]=[CH:6][CH:5]=2)[N:1]([C:26]([O:28][C:55]([CH3:54])([CH3:56])[CH3:67])=[O:27])[CH:2]=1)[CH:37]([CH3:39])[CH3:38])=[O:34], predict the reactants needed to synthesize it. The reactants are: [NH:1]1[C:9]2[C:4](=[CH:5][CH:6]=[CH:7][CH:8]=2)[C:3]([CH:10]=[CH:11][C:12]([OH:14])=O)=[CH:2]1.N1C2C(=CC=CC=2)C(C=C[C:26]([OH:28])=[O:27])=C1.[F:29][C:30]1[CH:31]=[C:32]([CH:40]=[CH:41][CH:42]=1)[C:33]([NH:35][NH:36][CH:37]([CH3:39])[CH3:38])=[O:34].CN(C(ON1N=NC2[CH:54]=[CH:55][CH:56]=NC1=2)=[N+](C)C)C.F[P-](F)(F)(F)(F)F.[CH:67](N(CC)C(C)C)(C)C. (5) Given the product [N+:1]([C:4]1[CH:5]=[C:6]([CH2:10][CH2:11][NH2:19])[CH:7]=[CH:8][CH:9]=1)([O-:3])=[O:2], predict the reactants needed to synthesize it. The reactants are: [N+:1]([C:4]1[CH:5]=[C:6]([CH2:10][CH2:11]C(O)=O)[CH:7]=[CH:8][CH:9]=1)([O-:3])=[O:2].C(Cl)(Cl)Cl.[N-:19]=[N+]=[N-].[Na+].C(=O)([O-])[O-].[K+].[K+]. (6) Given the product [F:16][C:17]1[CH:22]=[C:21]([F:23])[CH:20]=[CH:19][C:18]=1[C@H:24]1[CH2:26][C@@H:25]1[C:27]([N:10]1[CH2:9][C@H:8]([CH2:11][CH:12]([CH3:14])[CH3:13])[NH:7][C:6](=[O:15])[C@@H:5]1[CH2:1][CH:2]([CH3:4])[CH3:3])=[O:28], predict the reactants needed to synthesize it. The reactants are: [CH2:1]([C@@H:5]1[NH:10][CH2:9][C@H:8]([CH2:11][CH:12]([CH3:14])[CH3:13])[NH:7][C:6]1=[O:15])[CH:2]([CH3:4])[CH3:3].[F:16][C:17]1[CH:22]=[C:21]([F:23])[CH:20]=[CH:19][C:18]=1[C@@H:24]1[CH2:26][C@H:25]1[C:27](O)=[O:28].C([C@@H]1N(C(=O)/C=C/C2C=CC=CC=2)C[C@H](CC(C)C)NC1=O)C(C)C.